This data is from Reaction yield outcomes from USPTO patents with 853,638 reactions. The task is: Predict the reaction yield, written as a fraction of the theoretical maximum amount of product (1.0 means a 100% yield; for example, 0.34 means a 34% yield). (1) The reactants are [Cl:1][C:2]1[CH:3]=[C:4]([C@:8]([C@@H:16]2[CH2:21][CH2:20][CH2:19][N:18](C(OC(C)(C)C)=O)[CH2:17]2)([OH:15])[CH2:9][CH2:10][CH2:11][CH2:12][O:13][CH3:14])[CH:5]=[CH:6][CH:7]=1.C([O-])([O-])=O.[Na+].[Na+]. The catalyst is C(O)(C(F)(F)F)=O.C(Cl)Cl. The product is [Cl:1][C:2]1[CH:3]=[C:4]([C@:8]([C@@H:16]2[CH2:21][CH2:20][CH2:19][NH:18][CH2:17]2)([OH:15])[CH2:9][CH2:10][CH2:11][CH2:12][O:13][CH3:14])[CH:5]=[CH:6][CH:7]=1. The yield is 0.970. (2) The reactants are [CH:1]([C:3]1[CH:8]=[CH:7][C:6](B(O)O)=[CH:5][CH:4]=1)=[CH2:2].[C:12]([O:16][C:17](=[O:38])[NH:18][C:19]([C:21]1[S:22][C:23]([S:36][CH3:37])=[C:24]([S:26]([C:29]2[CH:34]=[CH:33][CH:32]=[C:31](Br)[CH:30]=2)(=[O:28])=[O:27])[CH:25]=1)=[NH:20])([CH3:15])([CH3:14])[CH3:13].C([O-])([O-])=O.[Na+].[Na+]. The catalyst is C1C=CC([P]([Pd]([P](C2C=CC=CC=2)(C2C=CC=CC=2)C2C=CC=CC=2)([P](C2C=CC=CC=2)(C2C=CC=CC=2)C2C=CC=CC=2)[P](C2C=CC=CC=2)(C2C=CC=CC=2)C2C=CC=CC=2)(C2C=CC=CC=2)C2C=CC=CC=2)=CC=1.C1(C)C=CC=CC=1.CCO. The product is [C:12]([O:16][C:17](=[O:38])[NH:18][C:19](=[NH:20])[C:21]1[S:22][C:23]([S:36][CH3:37])=[C:24]([S:26]([C:29]2[CH:30]=[C:31]([C:6]3[CH:7]=[CH:8][C:3]([CH:1]=[CH2:2])=[CH:4][CH:5]=3)[CH:32]=[CH:33][CH:34]=2)(=[O:28])=[O:27])[CH:25]=1)([CH3:15])([CH3:14])[CH3:13]. The yield is 0.450. (3) The catalyst is CO. The yield is 0.931. The product is [O:18]=[C:19]([OH:31])[C@@H:20]([C@H:22]([C@H:24]([C@@H:26]([C:28]([OH:30])=[O:29])[OH:27])[OH:25])[OH:23])[OH:21].[CH3:1][NH:2][CH:3]([CH2:5]/[CH:6]=[CH:7]/[C:8]1[CH:9]=[N:10][CH:11]=[C:12]([O:14][CH:15]([CH3:17])[CH3:16])[CH:13]=1)[CH3:4].[CH3:1][NH:2][CH:3]([CH2:5]/[CH:6]=[CH:7]/[C:8]1[CH:9]=[N:10][CH:11]=[C:12]([O:14][CH:15]([CH3:17])[CH3:16])[CH:13]=1)[CH3:4]. The reactants are [CH3:1][NH:2][CH:3]([CH2:5]/[CH:6]=[CH:7]/[C:8]1[CH:9]=[N:10][CH:11]=[C:12]([O:14][CH:15]([CH3:17])[CH3:16])[CH:13]=1)[CH3:4].[O:18]=[C:19]([OH:31])[C@@H:20]([C@H:22]([C@H:24]([C@@H:26]([C:28]([OH:30])=[O:29])[OH:27])[OH:25])[OH:23])[OH:21].O. (4) The reactants are [CH:1]1[C:6]([OH:7])=[CH:5][CH:4]=[C:3]([CH3:8])[CH:2]=1.[N+:9]([C:12]1[CH:17]=[CH:16][CH:15]=[C:14]([N+]([O-])=O)[CH:13]=1)([O-:11])=[O:10].C(=O)([O-])[O-].[Cs+].[Cs+]. The catalyst is CS(C)=O. The product is [CH3:8][C:3]1[CH:4]=[CH:5][C:6]([O:7][C:14]2[CH:13]=[C:12]([N+:9]([O-:11])=[O:10])[CH:17]=[CH:16][CH:15]=2)=[CH:1][CH:2]=1. The yield is 0.660. (5) The reactants are P(Cl)(Cl)(Cl)=O.[Si]([O:13][C@@H:14]([CH3:39])[C@@H:15]([NH:28][C:29]1[CH:34]=[CH:33][C:32]([C:35]#[N:36])=[C:31]([Cl:37])[C:30]=1[CH3:38])[C:16]([NH:18][CH2:19][C:20](=[O:27])[C:21]1[CH:26]=[CH:25][CH:24]=[CH:23][CH:22]=1)=O)(C(C)(C)C)(C)C. The catalyst is C1C=CC=CC=1. The product is [Cl:37][C:31]1[C:30]([CH3:38])=[C:29]([NH:28][C@@H:15]([C:16]2[O:27][C:20]([C:21]3[CH:26]=[CH:25][CH:24]=[CH:23][CH:22]=3)=[CH:19][N:18]=2)[C@@H:14]([OH:13])[CH3:39])[CH:34]=[CH:33][C:32]=1[C:35]#[N:36]. The yield is 0.0400. (6) The reactants are Br[C:2]1[CH:3]=[C:4]2[C:8](=[CH:9][CH:10]=1)[NH:7][C:6](=[O:11])[C:5]2([CH3:13])[CH3:12].[CH3:14][O:15][C:16]1[CH:17]=[C:18](B(O)O)[CH:19]=[CH:20][CH:21]=1.C(=O)([O-])[O-].[K+].[K+].[Cl-].[NH4+]. The catalyst is C(COC)OC.O.C1C=CC([P]([Pd]([P](C2C=CC=CC=2)(C2C=CC=CC=2)C2C=CC=CC=2)([P](C2C=CC=CC=2)(C2C=CC=CC=2)C2C=CC=CC=2)[P](C2C=CC=CC=2)(C2C=CC=CC=2)C2C=CC=CC=2)(C2C=CC=CC=2)C2C=CC=CC=2)=CC=1.CCOC(C)=O. The product is [CH3:14][O:15][C:16]1[CH:21]=[C:20]([C:2]2[CH:3]=[C:4]3[C:8](=[CH:9][CH:10]=2)[NH:7][C:6](=[O:11])[C:5]3([CH3:13])[CH3:12])[CH:19]=[CH:18][CH:17]=1. The yield is 0.310. (7) The reactants are B(Br)(Br)Br.[F:5][C:6]1[CH:11]=[CH:10][C:9]([C:12]2[CH:17]=[CH:16][C:15]([CH2:18][CH2:19][C:20]([CH3:29])([S:25]([CH3:28])(=[O:27])=[O:26])[C:21]([NH:23][OH:24])=[O:22])=[C:14]([O:30]C)[CH:13]=2)=[CH:8][CH:7]=1. The catalyst is ClCCl.O. The product is [F:5][C:6]1[CH:11]=[CH:10][C:9]([C:12]2[CH:17]=[CH:16][C:15]([CH2:18][CH2:19][C:20]([CH3:29])([S:25]([CH3:28])(=[O:26])=[O:27])[C:21]([NH:23][OH:24])=[O:22])=[C:14]([OH:30])[CH:13]=2)=[CH:8][CH:7]=1. The yield is 0.171.